Predict the reaction yield, written as a fraction of the theoretical maximum amount of product (1.0 means a 100% yield; for example, 0.34 means a 34% yield). From a dataset of Reaction yield outcomes from USPTO patents with 853,638 reactions. (1) The reactants are [CH2:1]([O:3][C:4]([C:6]1[S:10][C:9]([NH2:11])=[N:8][C:7]=1[CH3:12])=[O:5])[CH3:2].C(N(CC)CC)C.[O:20]1[CH2:25][CH2:24][CH2:23][CH2:22][CH:21]1[N:26]1[C:34]2[C:29](=[C:30]([CH2:35][C:36](O)=[O:37])[CH:31]=[CH:32][CH:33]=2)[CH:28]=[N:27]1.CCCP1(OP(CCC)(=O)OP(CCC)(=O)O1)=O.C(OCC)(=O)C. The catalyst is C1COCC1.O. The product is [CH2:1]([O:3][C:4]([C:6]1[S:10][C:9]([NH:11][C:36](=[O:37])[CH2:35][C:30]2[CH:31]=[CH:32][CH:33]=[C:34]3[C:29]=2[CH:28]=[N:27][N:26]3[CH:21]2[CH2:22][CH2:23][CH2:24][CH2:25][O:20]2)=[N:8][C:7]=1[CH3:12])=[O:5])[CH3:2]. The yield is 0.730. (2) The reactants are [CH3:1][O:2][C:3](=[O:12])[C:4]1[CH:9]=[CH:8][C:7]([CH:10]=O)=[CH:6][CH:5]=1.[CH3:13][N:14]1[CH2:19][CH2:18][NH:17][CH2:16][CH2:15]1.[H][H]. The catalyst is CO.[Pt]. The product is [CH3:1][O:2][C:3](=[O:12])[C:4]1[CH:9]=[CH:8][C:7]([CH2:10][N:17]2[CH2:18][CH2:19][N:14]([CH3:13])[CH2:15][CH2:16]2)=[CH:6][CH:5]=1. The yield is 0.850. (3) The yield is 0.860. The catalyst is C(OCC)(=O)C.C(Cl)Cl. The product is [CH3:1][O:2][C:3]1[CH:4]=[C:5]([C:19]2[CH:20]=[C:21]3[C:27]([C:28]4[CH:33]=[CH:32][CH:31]=[CH:30][C:29]=4[O:34][CH3:35])=[CH:26][NH:25][C:22]3=[N:23][CH:24]=2)[CH:6]=[CH:7][C:8]=1[OH:9]. The reactants are [CH3:1][O:2][C:3]1[CH:4]=[C:5]([C:19]2[CH:20]=[C:21]3[C:27]([C:28]4[CH:33]=[CH:32][CH:31]=[CH:30][C:29]=4[O:34][CH3:35])=[CH:26][NH:25][C:22]3=[N:23][CH:24]=2)[CH:6]=[CH:7][C:8]=1[O:9]CC1C=CC(OC)=CC=1.C1(S)C=CC=CC=1.FC(F)(F)C(O)=O.C(=O)(O)[O-].[Na+]. (4) The reactants are C(N(CC)C(C)C)(C)C.[CH3:10][C:11]1[CH:20]=[CH:19][C:18]2[C:13](=[CH:14][C:15]([F:27])=[CH:16][C:17]=2[N:21]2[CH2:26][CH2:25][NH:24][CH2:23][CH2:22]2)[N:12]=1.CS(O[CH2:33][CH2:34][C:35]1[CH:40]=[CH:39][CH:38]=[C:37]([N+:41]([O-:43])=[O:42])[CH:36]=1)(=O)=O. The catalyst is CN(C)C=O. The product is [F:27][C:15]1[CH:14]=[C:13]2[C:18]([CH:19]=[CH:20][C:11]([CH3:10])=[N:12]2)=[C:17]([N:21]2[CH2:26][CH2:25][N:24]([CH2:33][CH2:34][C:35]3[CH:40]=[CH:39][CH:38]=[C:37]([N+:41]([O-:43])=[O:42])[CH:36]=3)[CH2:23][CH2:22]2)[CH:16]=1. The yield is 0.880. (5) The reactants are NC(N)=O.[Cl:5][C:6]1[CH:12]=[CH:11][C:9]([NH2:10])=[C:8]([OH:13])[C:7]=1[S:14]([N:17]1[CH2:22][CH2:21][S:20](=[O:23])[CH2:19][CH2:18]1)(=[O:16])=[O:15].[Cl:24][C:25]1[CH:30]=[CH:29][CH:28]=[CH:27][C:26]=1[N:31]=[C:32]=[O:33]. No catalyst specified. The product is [Cl:5][C:6]1[CH:12]=[CH:11][C:9]([NH:10][C:32]([NH:31][C:26]2[CH:27]=[CH:28][CH:29]=[CH:30][C:25]=2[Cl:24])=[O:33])=[C:8]([OH:13])[C:7]=1[S:14]([N:17]1[CH2:18][CH2:19][S:20](=[O:23])[CH2:21][CH2:22]1)(=[O:16])=[O:15]. The yield is 0.350. (6) The reactants are [O:1]=[C:2]1[N:8]2[CH2:9][C@H:4]([C:5]3[CH:16]=[N:15][NH:14][C:6]=3[C@H:7]2[C:10]([O:12][CH3:13])=[O:11])[N:3]1[O:17][CH2:18][C:19]1[CH:24]=[CH:23][CH:22]=[CH:21][CH:20]=1.Br[CH2:26][C:27]([O:29][CH2:30][CH3:31])=[O:28].CCN(C(C)C)C(C)C. The catalyst is C(#N)C. The product is [CH3:13][O:12][C:10]([C@@H:7]1[C:6]2[N:14]([CH2:26][C:27]([O:29][CH2:30][CH3:31])=[O:28])[N:15]=[CH:16][C:5]=2[C@H:4]2[CH2:9][N:8]1[C:2](=[O:1])[N:3]2[O:17][CH2:18][C:19]1[CH:24]=[CH:23][CH:22]=[CH:21][CH:20]=1)=[O:11]. The yield is 0.118. (7) The reactants are C1([CH:7]([C:9]2[CH:14]=[CH:13][C:12]([N:15]3[CH:19]=[C:18]([C:20]([F:23])([F:22])[F:21])[CH:17]=[N:16]3)=[CH:11][C:10]=2[CH3:24])[NH2:8])CCCCC1.F[C:26]1[CH:35]=[CH:34][C:29]([C:30]([O:32][CH3:33])=[O:31])=[CH:28][N:27]=1.C(=O)([O-])[O-].[K+].[K+]. The catalyst is CN(C)C=O.O. The yield is 0.150. The product is [CH:9]1([N:8]([CH2:7][C:9]2[CH:14]=[CH:13][C:12]([N:15]3[CH:19]=[C:18]([C:20]([F:21])([F:22])[F:23])[CH:17]=[N:16]3)=[CH:11][C:10]=2[CH3:24])[C:26]2[CH:35]=[CH:34][C:29]([C:30]([O:32][CH3:33])=[O:31])=[CH:28][N:27]=2)[CH2:14][CH2:13][CH2:12][CH2:11][CH2:10]1. (8) The reactants are [NH2:1][C:2]1[N:7]=[CH:6][C:5]([Br:8])=[CH:4][N:3]=1.[C:9](O[C:9]([O:11][C:12]([CH3:15])([CH3:14])[CH3:13])=[O:10])([O:11][C:12]([CH3:15])([CH3:14])[CH3:13])=[O:10]. The catalyst is N1C=CC=CC=1. The product is [C:12]([O:11][C:9]([N:1]([C:9]([O:11][C:12]([CH3:15])([CH3:14])[CH3:13])=[O:10])[C:2]1[N:7]=[CH:6][C:5]([Br:8])=[CH:4][N:3]=1)=[O:10])([CH3:15])([CH3:14])[CH3:13]. The yield is 0.930. (9) The reactants are Cl.[N+:2]([C:5]1[CH:13]=[CH:12]C(CNO)=[CH:7][CH:6]=1)([O-:4])=[O:3].[N:14]1C=CC=CC=1.[CH3:20][O:21][C:22]1[CH:23]=[C:24]2[C:29](=[CH:30][C:31]=1[O:32][CH3:33])[C:28](=O)[CH2:27][CH2:26][CH2:25]2.[CH2:35]([OH:37])[CH3:36]. No catalyst specified. The product is [N+:2]([C:5]1[CH:13]=[CH:12][C:36]([CH2:35][O:37]/[N:14]=[C:28]2\[CH2:27][CH2:26][CH2:25][C:24]3[C:29]\2=[CH:30][C:31]([O:32][CH3:33])=[C:22]([O:21][CH3:20])[CH:23]=3)=[CH:7][CH:6]=1)([O-:4])=[O:3]. The yield is 0.860.